From a dataset of Full USPTO retrosynthesis dataset with 1.9M reactions from patents (1976-2016). Predict the reactants needed to synthesize the given product. (1) The reactants are: [NH2:1][C:2]1[S:3][C:4]2[CH:10]=[C:9]([F:11])[CH:8]=[CH:7][C:5]=2[N:6]=1.C([O-])(=O)C.[Na+].[Br:17]Br.C([O-])([O-])=O.[Na+].[Na+]. Given the product [NH2:1][C:2]1[S:3][C:4]2[C:10]([Br:17])=[C:9]([F:11])[CH:8]=[CH:7][C:5]=2[N:6]=1, predict the reactants needed to synthesize it. (2) Given the product [OH:1][N:2]1[C:6](=[O:7])[CH2:5][CH2:4][C:3]1=[O:8].[CH3:9][O:10][CH:11]=[CH:12][C:13]([OH:15])=[O:14], predict the reactants needed to synthesize it. The reactants are: [OH:1][N:2]1[C:6](=[O:7])[CH2:5][CH2:4][C:3]1=[O:8].[CH3:9][O:10][CH:11]=[CH:12][C:13]([O-:15])=[O:14].[Na+].Cl.C(N=C=NCCCN(C)C)C.C(=O)(O)[O-].[Na+].